Dataset: Peptide-MHC class I binding affinity with 185,985 pairs from IEDB/IMGT. Task: Regression. Given a peptide amino acid sequence and an MHC pseudo amino acid sequence, predict their binding affinity value. This is MHC class I binding data. (1) The peptide sequence is MTMSYLSTR. The MHC is HLA-B15:42 with pseudo-sequence HLA-B15:42. The binding affinity (normalized) is 0.213. (2) The binding affinity (normalized) is 0.0847. The MHC is HLA-A03:01 with pseudo-sequence HLA-A03:01. The peptide sequence is MRDLRQHEV.